Dataset: Forward reaction prediction with 1.9M reactions from USPTO patents (1976-2016). Task: Predict the product of the given reaction. (1) Given the reactants [NH2:1]/[C:2](/[CH3:29])=[CH:3]\[C:4]([NH:6][C:7]1[CH:12]=[CH:11][C:10]([NH:13][C:14]([CH3:27])([CH3:26])[CH2:15][C:16]2[CH:25]=[CH:24][C:23]3[C:18](=[CH:19][CH:20]=[CH:21][CH:22]=3)[CH:17]=2)=[C:9]([Cl:28])[CH:8]=1)=[O:5].[C:30](OCC)(OCC)(OCC)[CH3:31], predict the reaction product. The product is: [Cl:28][C:9]1[CH:8]=[C:7]([N:6]2[C:4](=[O:5])[CH:3]=[C:2]([CH3:29])[N:1]=[C:30]2[CH3:31])[CH:12]=[CH:11][C:10]=1[NH:13][C:14]([CH3:26])([CH3:27])[CH2:15][C:16]1[CH:25]=[CH:24][C:23]2[C:18](=[CH:19][CH:20]=[CH:21][CH:22]=2)[CH:17]=1. (2) Given the reactants [CH3:1][O:2][C:3](=[O:16])[C:4]1[CH:12]=[C:11]([N+:13]([O-:15])=[O:14])[CH:10]=[C:6]([C:7]([OH:9])=O)[CH:5]=1.C(Cl)(C(Cl)=O)=O.[CH2:23]([NH:26][CH2:27][CH2:28][CH3:29])[CH2:24][CH3:25], predict the reaction product. The product is: [CH3:1][O:2][C:3](=[O:16])[C:4]1[CH:12]=[C:11]([N+:13]([O-:15])=[O:14])[CH:10]=[C:6]([C:7]([N:26]([CH2:27][CH2:28][CH3:29])[CH2:23][CH2:24][CH3:25])=[O:9])[CH:5]=1. (3) Given the reactants C([O:5][C:6]([NH:8][C@@H:9]([CH2:25][O:26][CH3:27])[CH2:10][S:11]([CH2:14][C:15]1[CH:16]=[N:17][C:18]2[C:23]([CH:24]=1)=[CH:22][CH:21]=[CH:20][CH:19]=2)(=[O:13])=[O:12])=O)(C)(C)C.ClC1C=C(C=CC=1)C(OO)=[O:33], predict the reaction product. The product is: [N:17]1[C:18]2[C:23](=[CH:22][CH:21]=[CH:20][CH:19]=2)[CH:24]=[C:15]([CH2:14][S:11]([CH2:10][C@@H:9]([N:8]([OH:33])[CH:6]=[O:5])[CH2:25][O:26][CH3:27])(=[O:13])=[O:12])[CH:16]=1. (4) The product is: [CH:32]1([O:37][C:38](=[O:39])[NH:1][C:2]2[CH:3]=[C:4]3[C:8](=[CH:9][CH:10]=2)[N:7]([CH3:11])[CH:6]=[C:5]3[CH2:12][C:13]2[CH:22]=[CH:21][C:16]([C:17]([O:19][CH3:20])=[O:18])=[CH:15][C:14]=2[O:23][CH3:24])[CH2:36][CH2:35][CH2:34][CH2:33]1. Given the reactants [NH2:1][C:2]1[CH:3]=[C:4]2[C:8](=[CH:9][CH:10]=1)[N:7]([CH3:11])[CH:6]=[C:5]2[CH2:12][C:13]1[CH:22]=[CH:21][C:16]([C:17]([O:19][CH3:20])=[O:18])=[CH:15][C:14]=1[O:23][CH3:24].CN1CCOCC1.[CH:32]1([O:37][C:38](Cl)=[O:39])[CH2:36][CH2:35][CH2:34][CH2:33]1, predict the reaction product.